From a dataset of Full USPTO retrosynthesis dataset with 1.9M reactions from patents (1976-2016). Predict the reactants needed to synthesize the given product. Given the product [CH2:16]1[O:15][C@:23]([OH:24])([CH2:25][NH2:1])[C@@H:21]([OH:22])[C@H:19]([OH:20])[C@@H:17]1[OH:18], predict the reactants needed to synthesize it. The reactants are: [NH2:1]CCC[Si](OCC)(OCC)OCC.[O:15]=[CH:16][C@@H:17]([C@H:19]([C@@H:21]([C@@H:23]([CH2:25]O)[OH:24])[OH:22])[OH:20])[OH:18].